From a dataset of Forward reaction prediction with 1.9M reactions from USPTO patents (1976-2016). Predict the product of the given reaction. Given the reactants [CH:1]1([CH2:4][O:5][C:6]2[CH:11]=[CH:10][C:9]([CH2:12][CH3:13])=[CH:8][C:7]=2[C:14]2[C:15]3[NH:22][C:21]([CH3:23])=[C:20]([C:24]([O:26][CH2:27][CH3:28])=[O:25])[C:16]=3[N:17]=[CH:18][N:19]=2)[CH2:3][CH2:2]1.Cl[CH2:30][O:31][CH2:32][CH2:33][Si:34]([CH3:37])([CH3:36])[CH3:35], predict the reaction product. The product is: [CH:1]1([CH2:4][O:5][C:6]2[CH:11]=[CH:10][C:9]([CH2:12][CH3:13])=[CH:8][C:7]=2[C:14]2[C:15]3[N:22]([CH2:30][O:31][CH2:32][CH2:33][Si:34]([CH3:37])([CH3:36])[CH3:35])[C:21]([CH3:23])=[C:20]([C:24]([O:26][CH2:27][CH3:28])=[O:25])[C:16]=3[N:17]=[CH:18][N:19]=2)[CH2:3][CH2:2]1.